Predict the product of the given reaction. From a dataset of Forward reaction prediction with 1.9M reactions from USPTO patents (1976-2016). The product is: [CH2:14]([C:2]1[CH:11]=[CH:10][CH:9]=[C:8]2[C:3]=1[CH:4]=[CH:5][CH:6]=[N:7]2)[CH:13]=[CH2:12]. Given the reactants Br[C:2]1[CH:11]=[CH:10][CH:9]=[C:8]2[C:3]=1[CH:4]=[CH:5][CH:6]=[N:7]2.[CH2:12]([Sn](CCCC)(CCCC)CCCC)[CH:13]=[CH2:14].[F-].[K+], predict the reaction product.